Dataset: CYP3A4 inhibition data for predicting drug metabolism from PubChem BioAssay. Task: Regression/Classification. Given a drug SMILES string, predict its absorption, distribution, metabolism, or excretion properties. Task type varies by dataset: regression for continuous measurements (e.g., permeability, clearance, half-life) or binary classification for categorical outcomes (e.g., BBB penetration, CYP inhibition). Dataset: cyp3a4_veith. The compound is COc1ccc(C[C@H]2c3cc(OC)c(OC)cc3CCN2C)cc1OC. The result is 0 (non-inhibitor).